This data is from Full USPTO retrosynthesis dataset with 1.9M reactions from patents (1976-2016). The task is: Predict the reactants needed to synthesize the given product. (1) Given the product [CH:1]1([CH:7]([NH:18][C:19]2[CH:20]=[CH:21][C:22]([C:23]([N:29]([CH3:28])[CH2:30][CH2:31][C:32]([OH:34])=[O:33])=[O:24])=[CH:26][CH:27]=2)[C:8]2[S:9][C:10]3[CH:17]=[CH:16][CH:15]=[CH:14][C:11]=3[C:12]=2[CH3:13])[CH2:6][CH2:5][CH2:4][CH2:3][CH2:2]1, predict the reactants needed to synthesize it. The reactants are: [CH:1]1([CH:7]([NH:18][C:19]2[CH:27]=[CH:26][C:22]([C:23](O)=[O:24])=[CH:21][CH:20]=2)[C:8]2[S:9][C:10]3[CH:17]=[CH:16][CH:15]=[CH:14][C:11]=3[C:12]=2[CH3:13])[CH2:6][CH2:5][CH2:4][CH2:3][CH2:2]1.[CH3:28][NH:29][CH2:30][CH2:31][C:32]([O:34]CC)=[O:33]. (2) Given the product [F:37][C:38]1[CH:39]=[C:40]([NH:53][C:54]2[CH:59]=[C:58]([OH:60])[CH:57]=[CH:56][C:55]=2[C:62]#[C:63][C:64]2[CH:69]=[CH:68][C:67]([OH:70])=[CH:66][CH:65]=2)[CH:41]=[CH:42][C:43]=1[O:44][CH2:45][CH2:46][N:47]1[CH2:48][CH2:49][CH2:50][CH2:51][CH2:52]1, predict the reactants needed to synthesize it. The reactants are: COC1C=CC(C=CC2C=CC(OC)=CC=2)=C(N)C=1.BrC1C=CC(OCCN2CCCCC2)=C(F)C=1.[F:37][C:38]1[CH:39]=[C:40]([NH:53][C:54]2[CH:59]=[C:58]([O:60]C)[CH:57]=[CH:56][C:55]=2[C:62]#[C:63][C:64]2[CH:69]=[CH:68][C:67]([O:70]C)=[CH:66][CH:65]=2)[CH:41]=[CH:42][C:43]=1[O:44][CH2:45][CH2:46][N:47]1[CH2:52][CH2:51][CH2:50][CH2:49][CH2:48]1. (3) Given the product [Cl:6][C:7]1[CH:12]=[CH:11][C:10]([S:13]([C:16]2([C:20]3[CH:25]=[C:24]([F:26])[CH:23]=[CH:22][C:21]=3[F:27])[CH2:18][CH2:17]2)(=[O:15])=[O:14])=[CH:9][CH:8]=1, predict the reactants needed to synthesize it. The reactants are: C([Li])CCC.[Cl:6][C:7]1[CH:12]=[CH:11][C:10]([S:13]([CH:16]([C:20]2[CH:25]=[C:24]([F:26])[CH:23]=[CH:22][C:21]=2[F:27])[CH2:17][CH2:18]O)(=[O:15])=[O:14])=[CH:9][CH:8]=1.CS(Cl)(=O)=O. (4) Given the product [CH2:1]([C:3]([C:12]1[CH:17]=[CH:16][C:15]([CH2:18][CH2:19][CH:20]([OH:25])[C:21]([CH3:24])([CH3:23])[CH3:22])=[C:14]([CH3:26])[CH:13]=1)([C:6]1[S:7][CH:8]=[C:9]([CH3:11])[CH:10]=1)[CH2:4][CH3:5])[CH3:2], predict the reactants needed to synthesize it. The reactants are: [CH2:1]([C:3]([C:12]1[CH:17]=[CH:16][C:15]([CH2:18][CH2:19][C:20](=[O:25])[C:21]([CH3:24])([CH3:23])[CH3:22])=[C:14]([CH3:26])[CH:13]=1)([C:6]1[S:7][CH:8]=[C:9]([CH3:11])[CH:10]=1)[CH2:4][CH3:5])[CH3:2].[BH4-].[Na+]. (5) Given the product [N:3]1([CH2:9][CH2:10][CH2:11][O:12][C:13]2[CH:22]=[C:21]3[C:16]([CH2:17][CH2:18][N:19]([S:33]([CH:30]([CH3:32])[CH3:31])(=[O:35])=[O:34])[CH2:20]3)=[CH:15][CH:14]=2)[CH2:8][CH2:7][CH2:6][CH2:5][CH2:4]1, predict the reactants needed to synthesize it. The reactants are: Cl.Cl.[N:3]1([CH2:9][CH2:10][CH2:11][O:12][C:13]2[CH:22]=[C:21]3[C:16]([CH2:17][CH2:18][NH:19][CH2:20]3)=[CH:15][CH:14]=2)[CH2:8][CH2:7][CH2:6][CH2:5][CH2:4]1.CCN(CC)CC.[CH:30]([S:33](Cl)(=[O:35])=[O:34])([CH3:32])[CH3:31]. (6) Given the product [CH2:16]([C@@H:23]1[CH2:27][O:26][C:25](=[O:28])[N:24]1[C:13](=[O:15])[CH2:12][CH2:11][CH2:10][CH2:9][O:8][CH2:1][C:2]1[CH:3]=[CH:4][CH:5]=[CH:6][CH:7]=1)[C:17]1[CH:18]=[CH:19][CH:20]=[CH:21][CH:22]=1, predict the reactants needed to synthesize it. The reactants are: [CH2:1]([O:8][CH2:9][CH2:10][CH2:11][CH2:12][C:13]([OH:15])=O)[C:2]1[CH:7]=[CH:6][CH:5]=[CH:4][CH:3]=1.[CH2:16]([C@@H:23]1[CH2:27][O:26][C:25](=[O:28])[NH:24]1)[C:17]1[CH:22]=[CH:21][CH:20]=[CH:19][CH:18]=1.CCN=C=NCCCN(C)C.Cl. (7) Given the product [Cl:26][C:19]1[CH:20]=[CH:21][CH:22]=[C:23]([CH2:24][OH:25])[C:18]=1[NH:17][C:15]([C:12]1[S:11][C:10]([NH:9][C:4]2[CH:3]=[C:2]([N:33]3[CH2:34][CH2:35][N:30]([CH2:29][CH2:28][OH:27])[CH2:31][CH2:32]3)[N:7]=[C:6]([CH3:8])[N:5]=2)=[N:14][CH:13]=1)=[O:16], predict the reactants needed to synthesize it. The reactants are: Cl[C:2]1[N:7]=[C:6]([CH3:8])[N:5]=[C:4]([NH:9][C:10]2[S:11][C:12]([C:15]([NH:17][C:18]3[C:23]([CH2:24][OH:25])=[CH:22][CH:21]=[CH:20][C:19]=3[Cl:26])=[O:16])=[CH:13][N:14]=2)[CH:3]=1.[OH:27][CH2:28][CH2:29][N:30]1[CH2:35][CH2:34][NH:33][CH2:32][CH2:31]1.C(N(C(C)C)C(C)C)C.N. (8) The reactants are: [CH2:1]([O:5][CH2:6][C:7]1[CH:12]=[CH:11][C:10]([CH2:13]O)=[CH:9][CH:8]=1)[CH2:2][CH2:3][CH3:4].C1(P(C2C=CC=CC=2)C2C=CC=CC=2)C=CC=CC=1.C(Cl)(Cl)(Cl)[Cl:35]. Given the product [CH2:1]([O:5][CH2:6][C:7]1[CH:12]=[CH:11][C:10]([CH2:13][Cl:35])=[CH:9][CH:8]=1)[CH2:2][CH2:3][CH3:4], predict the reactants needed to synthesize it. (9) Given the product [C:23]([O:27][C:28]([N:11]([CH2:10][C:7]1[CH:6]=[CH:5][C:4]([C:3]([OH:2])=[O:22])=[CH:9][CH:8]=1)[C@H:12]1[CH2:13][CH2:14][C@H:15]([C:18]([CH3:19])([CH3:20])[CH3:21])[CH2:16][CH2:17]1)=[O:29])([CH3:26])([CH3:25])[CH3:24], predict the reactants needed to synthesize it. The reactants are: C[O:2][C:3](=[O:22])[C:4]1[CH:9]=[CH:8][C:7]([CH2:10][NH:11][C@H:12]2[CH2:17][CH2:16][C@H:15]([C:18]([CH3:21])([CH3:20])[CH3:19])[CH2:14][CH2:13]2)=[CH:6][CH:5]=1.[C:23]([O:27][C:28](O[C:28]([O:27][C:23]([CH3:26])([CH3:25])[CH3:24])=[O:29])=[O:29])([CH3:26])([CH3:25])[CH3:24]. (10) Given the product [C:49]([NH:52][CH2:53][CH2:54][NH:55][CH2:1][C@:3]12[CH2:41][CH2:40][C@@H:39]([C:42]([CH3:44])=[CH2:43])[C@@H:4]1[C@@H:5]1[C@@:18]([CH3:21])([CH2:19][CH2:20]2)[C@@:17]2([CH3:22])[C@@H:8]([C@:9]3([CH3:38])[C@@H:14]([CH2:15][CH2:16]2)[C:13]([CH3:23])([CH3:24])[C:12]([C:25]2[CH:26]=[CH:27][C:28]([C:29]([O:31][C:32]([CH3:33])([CH3:34])[CH3:35])=[O:30])=[CH:36][CH:37]=2)=[CH:11][CH2:10]3)[CH2:7][CH2:6]1)(=[O:51])[CH3:50], predict the reactants needed to synthesize it. The reactants are: [CH:1]([C@:3]12[CH2:41][CH2:40][C@@H:39]([C:42]([CH3:44])=[CH2:43])[C@@H:4]1[C@@H:5]1[C@@:18]([CH3:21])([CH2:19][CH2:20]2)[C@@:17]2([CH3:22])[C@@H:8]([C@:9]3([CH3:38])[C@@H:14]([CH2:15][CH2:16]2)[C:13]([CH3:24])([CH3:23])[C:12]([C:25]2[CH:37]=[CH:36][C:28]([C:29]([O:31][C:32]([CH3:35])([CH3:34])[CH3:33])=[O:30])=[CH:27][CH:26]=2)=[CH:11][CH2:10]3)[CH2:7][CH2:6]1)=O.C(O)(=O)C.[C:49]([NH:52][CH2:53][CH2:54][NH2:55])(=[O:51])[CH3:50].C(O[BH-](OC(=O)C)OC(=O)C)(=O)C.[Na+].